From a dataset of Reaction yield outcomes from USPTO patents with 853,638 reactions. Predict the reaction yield, written as a fraction of the theoretical maximum amount of product (1.0 means a 100% yield; for example, 0.34 means a 34% yield). (1) The reactants are [Br-].[C:2]1([PH+](C2C=CC=CC=2)C2C=CC=CC=2)C=CC=CC=1.[Li]CCCC.[CH3:26][C:27]([C:29]1[CH:34]=[CH:33][C:32]([Br:35])=[CH:31][CH:30]=1)=O. The catalyst is CS(C)=O. The product is [Br:35][C:32]1[CH:33]=[CH:34][C:29]([C:27]([CH3:2])=[CH2:26])=[CH:30][CH:31]=1. The yield is 0.530. (2) The reactants are [F:1][C:2]([F:17])([F:16])[O:3][C:4]1[CH:9]=[CH:8][C:7]([CH2:10][C:11]([O:13][CH2:14][CH3:15])=[O:12])=[CH:6][CH:5]=1.[Br:18]N1C(=O)CCC1=O. The catalyst is C(Cl)(Cl)(Cl)Cl.N(C(C)(C)C#N)=NC(C)(C)C#N. The product is [Br:18][CH:10]([C:7]1[CH:6]=[CH:5][C:4]([O:3][C:2]([F:16])([F:17])[F:1])=[CH:9][CH:8]=1)[C:11]([O:13][CH2:14][CH3:15])=[O:12]. The yield is 1.00.